This data is from Catalyst prediction with 721,799 reactions and 888 catalyst types from USPTO. The task is: Predict which catalyst facilitates the given reaction. (1) Reactant: [Cl:1][C:2]1[CH:3]=[CH:4][N:5]2[CH:10]=[C:9]([CH:11](O)[CH3:12])[N:8]([C:14]3[CH:19]=[CH:18][CH:17]=[C:16]([F:20])[CH:15]=3)[C:7](=[O:21])[C:6]=12.C1C=CC(P([N:36]=[N+:37]=[N-:38])(C2C=CC=CC=2)=O)=CC=1.C1CCN2C(=NCCC2)CC1. Product: [N:36]([CH:11]([C:9]1[N:8]([C:14]2[CH:19]=[CH:18][CH:17]=[C:16]([F:20])[CH:15]=2)[C:7](=[O:21])[C:6]2[N:5]([CH:4]=[CH:3][C:2]=2[Cl:1])[CH:10]=1)[CH3:12])=[N+:37]=[N-:38]. The catalyst class is: 1. (2) Reactant: Cl[C@H:2]([C@H:8]([OH:12])[CH2:9][CH2:10][CH3:11])[C:3]([O:5]CC)=[O:4].[O-]CC.[Na+].C(O)C.[OH-].[K+]. Product: [CH2:9]([C@H:8]1[O:12][C@@H:2]1[C:3]([OH:5])=[O:4])[CH2:10][CH3:11]. The catalyst class is: 8. (3) Reactant: CN(C)/[CH:3]=[CH:4]/[C:5]([C:7]1[CH:17]=[CH:16][C:10]([C:11]([O:13][CH2:14][CH3:15])=[O:12])=[CH:9][CH:8]=1)=O.C(=O)([O-])[O-].[K+].[K+].[C:25]([NH:28][C:29]1[CH:37]=[CH:36][C:32]([C:33]([NH2:35])=[O:34])=[CH:31][CH:30]=1)(=[NH:27])[NH2:26]. Product: [C:33]([C:32]1[CH:36]=[CH:37][C:29]([NH:28][C:25]2[N:26]=[C:5]([C:7]3[CH:17]=[CH:16][C:10]([C:11]([O:13][CH2:14][CH3:15])=[O:12])=[CH:9][CH:8]=3)[CH:4]=[CH:3][N:27]=2)=[CH:30][CH:31]=1)(=[O:34])[NH2:35]. The catalyst class is: 28. (4) The catalyst class is: 1. Product: [C:1]1([C:7](=[N:14][C:15]([CH3:21])([CH2:18][CH2:19][F:20])[C:16]#[N:17])[C:8]2[CH:9]=[CH:10][CH:11]=[CH:12][CH:13]=2)[CH:2]=[CH:3][CH:4]=[CH:5][CH:6]=1. Reactant: [C:1]1([C:7](=[N:14][CH:15]([CH2:18][CH2:19][F:20])[C:16]#[N:17])[C:8]2[CH:13]=[CH:12][CH:11]=[CH:10][CH:9]=2)[CH:6]=[CH:5][CH:4]=[CH:3][CH:2]=1.[CH2:21]([Li])CCC.IC. (5) The catalyst class is: 1. Reactant: [CH3:1][O:2][C:3]1[C:8]([CH2:9][NH2:10])=[C:7]([CH3:11])[CH:6]=[C:5]([CH3:12])[N:4]=1.[CH3:13][C:14]([O:17][C:18](O[C:18]([O:17][C:14]([CH3:16])([CH3:15])[CH3:13])=[O:19])=[O:19])([CH3:16])[CH3:15]. Product: [CH3:1][O:2][C:3]1[C:8]([CH2:9][NH:10][C:18](=[O:19])[O:17][C:14]([CH3:16])([CH3:15])[CH3:13])=[C:7]([CH3:11])[CH:6]=[C:5]([CH3:12])[N:4]=1.